This data is from Reaction yield outcomes from USPTO patents with 853,638 reactions. The task is: Predict the reaction yield, written as a fraction of the theoretical maximum amount of product (1.0 means a 100% yield; for example, 0.34 means a 34% yield). The reactants are [N:1]12[CH2:8][CH2:7][C:4]([C:9]([C:17]3[CH:22]=[CH:21][CH:20]=[CH:19][CH:18]=3)([C:11]3[CH:16]=[CH:15][CH:14]=[CH:13][CH:12]=3)[OH:10])([CH2:5][CH2:6]1)[CH2:3][CH2:2]2.[Br:23]C[CH:25]1[CH2:30][CH2:29][CH2:28][O:27][CH2:26]1.[CH3:31]C#N. No catalyst specified. The product is [Br-:23].[OH:10][C:9]([C:17]1[CH:22]=[CH:21][CH:20]=[CH:19][CH:18]=1)([C:11]1[CH:12]=[CH:13][CH:14]=[CH:15][CH:16]=1)[C:4]12[CH2:5][CH2:6][N+:1]([CH2:31][CH:26]3[CH2:25][CH2:30][CH2:29][CH2:28][O:27]3)([CH2:2][CH2:3]1)[CH2:8][CH2:7]2. The yield is 0.508.